Dataset: NCI-60 drug combinations with 297,098 pairs across 59 cell lines. Task: Regression. Given two drug SMILES strings and cell line genomic features, predict the synergy score measuring deviation from expected non-interaction effect. (1) Drug 1: CC1=C(C=C(C=C1)C(=O)NC2=CC(=CC(=C2)C(F)(F)F)N3C=C(N=C3)C)NC4=NC=CC(=N4)C5=CN=CC=C5. Synergy scores: CSS=-1.37, Synergy_ZIP=-1.09, Synergy_Bliss=-4.06, Synergy_Loewe=-26.1, Synergy_HSA=-12.2. Drug 2: CCN(CC)CCCC(C)NC1=C2C=C(C=CC2=NC3=C1C=CC(=C3)Cl)OC. Cell line: SW-620. (2) Drug 1: CN(C)C(=N)N=C(N)N. Drug 2: COCCOC1=C(C=C2C(=C1)C(=NC=N2)NC3=CC=CC(=C3)C#C)OCCOC. Cell line: T-47D. Synergy scores: CSS=22.3, Synergy_ZIP=5.47, Synergy_Bliss=7.61, Synergy_Loewe=-48.0, Synergy_HSA=8.08. (3) Synergy scores: CSS=0.180, Synergy_ZIP=-14.5, Synergy_Bliss=-35.9, Synergy_Loewe=-42.1, Synergy_HSA=-35.3. Drug 2: C1=NC2=C(N1)C(=S)N=CN2. Drug 1: C1CCC(C1)C(CC#N)N2C=C(C=N2)C3=C4C=CNC4=NC=N3. Cell line: MDA-MB-231. (4) Drug 1: CC1=CC2C(CCC3(C2CCC3(C(=O)C)OC(=O)C)C)C4(C1=CC(=O)CC4)C. Drug 2: C(=O)(N)NO. Cell line: ACHN. Synergy scores: CSS=18.0, Synergy_ZIP=-6.97, Synergy_Bliss=-8.27, Synergy_Loewe=-7.62, Synergy_HSA=-7.51. (5) Drug 1: C1=CC(=CC=C1C#N)C(C2=CC=C(C=C2)C#N)N3C=NC=N3. Drug 2: CCC1(C2=C(COC1=O)C(=O)N3CC4=CC5=C(C=CC(=C5CN(C)C)O)N=C4C3=C2)O.Cl. Cell line: A498. Synergy scores: CSS=15.5, Synergy_ZIP=-5.50, Synergy_Bliss=0.329, Synergy_Loewe=-6.45, Synergy_HSA=0.999.